This data is from Reaction yield outcomes from USPTO patents with 853,638 reactions. The task is: Predict the reaction yield, written as a fraction of the theoretical maximum amount of product (1.0 means a 100% yield; for example, 0.34 means a 34% yield). (1) The reactants are [Cl:1][C:2]1[C:7](Cl)=[N:6][CH:5]=[CH:4][N:3]=1.[NH2:9][NH2:10]. The catalyst is C(O)C. The product is [Cl:1][C:2]1[C:7]([NH:9][NH2:10])=[N:6][CH:5]=[CH:4][N:3]=1. The yield is 0.590. (2) The reactants are [N:1]12[CH2:8][CH2:7][C:4]([C:9]([C:17]3[CH:22]=[CH:21][CH:20]=[CH:19][CH:18]=3)([C:11]3[CH:16]=[CH:15][CH:14]=[CH:13][CH:12]=3)[OH:10])([CH2:5][CH2:6]1)[CH2:3][CH2:2]2.[Br:23][CH2:24][CH2:25][CH2:26][O:27][C:28]1[CH:33]=[CH:32][C:31]([O:34][CH2:35][C:36]2[CH:41]=[CH:40][CH:39]=[CH:38][CH:37]=2)=[CH:30][CH:29]=1. The catalyst is CC#N. The product is [Br-:23].[OH:10][C:9]([C:17]1[CH:22]=[CH:21][CH:20]=[CH:19][CH:18]=1)([C:11]1[CH:12]=[CH:13][CH:14]=[CH:15][CH:16]=1)[C:4]12[CH2:5][CH2:6][N+:1]([CH2:24][CH2:25][CH2:26][O:27][C:28]3[CH:33]=[CH:32][C:31]([O:34][CH2:35][C:36]4[CH:41]=[CH:40][CH:39]=[CH:38][CH:37]=4)=[CH:30][CH:29]=3)([CH2:2][CH2:3]1)[CH2:8][CH2:7]2. The yield is 0.833. (3) The reactants are [NH2:1][C:2]1[CH:7]=[C:6]([C:8]2[S:12][C:11]([CH2:13][C:14]([O:16]CC)=[O:15])=[N:10][C:9]=2[C:19]2[CH:24]=[CH:23][CH:22]=[C:21]([CH3:25])[CH:20]=2)[CH:5]=[CH:4][N:3]=1.[OH-].[Na+].Cl. The catalyst is C(O)C. The product is [NH2:1][C:2]1[CH:7]=[C:6]([C:8]2[S:12][C:11]([CH2:13][C:14]([OH:16])=[O:15])=[N:10][C:9]=2[C:19]2[CH:24]=[CH:23][CH:22]=[C:21]([CH3:25])[CH:20]=2)[CH:5]=[CH:4][N:3]=1. The yield is 0.950. (4) The reactants are [CH:1]([NH:4][C:5]([C:7]1[C:15]2[C:10](=[N:11][CH:12]=[C:13]([O:16][C:17]3[CH:25]=[C:24]4[C:20]([CH:21]=[CH:22][NH:23]4)=[CH:19][CH:18]=3)[N:14]=2)[N:9](COCC[Si](C)(C)C)[CH:8]=1)=[O:6])([CH3:3])[CH3:2].FC(F)(F)C(O)=O. The catalyst is ClCCl. The product is [CH:1]([NH:4][C:5]([C:7]1[C:15]2[C:10](=[N:11][CH:12]=[C:13]([O:16][C:17]3[CH:25]=[C:24]4[C:20]([CH:21]=[CH:22][NH:23]4)=[CH:19][CH:18]=3)[N:14]=2)[NH:9][CH:8]=1)=[O:6])([CH3:3])[CH3:2]. The yield is 0.0800. (5) The reactants are Br[C:2]1[CH:7]=[CH:6][C:5]([CH2:8][C@H:9]([N:20]([CH2:28][C:29]2[CH:34]=[CH:33][CH:32]=[CH:31][CH:30]=2)[CH2:21][C:22]2[CH:27]=[CH:26][CH:25]=[CH:24][CH:23]=2)[C:10]([O:12][CH2:13][C:14]2[CH:19]=[CH:18][CH:17]=[CH:16][CH:15]=2)=[O:11])=[CH:4][CH:3]=1.[Li+].[Cl-].C([Sn](CCCC)(CCCC)[C:42]1[CH:47]=[CH:46][CH:45]=[CH:44][N:43]=1)CCC. The catalyst is CN(C=O)C.C1C=CC([P]([Pd]([P](C2C=CC=CC=2)(C2C=CC=CC=2)C2C=CC=CC=2)([P](C2C=CC=CC=2)(C2C=CC=CC=2)C2C=CC=CC=2)[P](C2C=CC=CC=2)(C2C=CC=CC=2)C2C=CC=CC=2)(C2C=CC=CC=2)C2C=CC=CC=2)=CC=1. The product is [CH2:21]([N:20]([CH2:28][C:29]1[CH:34]=[CH:33][CH:32]=[CH:31][CH:30]=1)[C@@H:9]([CH2:8][C:5]1[CH:6]=[CH:7][C:2]([C:42]2[CH:47]=[CH:46][CH:45]=[CH:44][N:43]=2)=[CH:3][CH:4]=1)[C:10]([O:12][CH2:13][C:14]1[CH:19]=[CH:18][CH:17]=[CH:16][CH:15]=1)=[O:11])[C:22]1[CH:27]=[CH:26][CH:25]=[CH:24][CH:23]=1. The yield is 0.720. (6) The reactants are [F:1][C:2]([F:26])([F:25])[C@@H:3]([CH3:24])[O:4][C:5]1[CH:10]=[CH:9][C:8]([N:11]2[CH2:22][CH2:21][C:13]3([CH2:20][CH2:19][C:16]4([O:18][CH2:17]4)[CH2:15][CH2:14]3)[C:12]2=[O:23])=[CH:7][CH:6]=1.CC1C=CC(S(O)(=O)=O)=CC=1. The catalyst is C(Cl)(Cl)Cl.C(OCC)(=O)C. The product is [O:23]=[C:12]1[C:13]2([CH2:14][CH2:15][CH:16]([CH:17]=[O:18])[CH2:19][CH2:20]2)[CH2:21][CH2:22][N:11]1[C:8]1[CH:7]=[CH:6][C:5]([O:4][C@H:3]([CH3:24])[C:2]([F:25])([F:1])[F:26])=[CH:10][CH:9]=1. The yield is 0.140. (7) The reactants are [CH3:1][S:2]([C:5]1[CH:6]=[CH:7][C:8]2[C:9]3[N:30]=[CH:29][C:28]([C:31]4[N:35]([CH3:36])[N:34]=[N:33][C:32]=4[CH2:37]O)=[CH:27][C:10]=3[N:11]([C@@H:14]([CH:21]3[CH2:26][CH2:25][O:24][CH2:23][CH2:22]3)[C:15]3[CH:20]=[CH:19][CH:18]=[CH:17][CH:16]=3)[C:12]=2[CH:13]=1)(=[O:4])=[O:3].CCN(S(F)(F)[F:45])CC.C([O-])(O)=O.[Na+]. The catalyst is [Li+].[Cl-]. The product is [F:45][CH2:37][C:32]1[N:33]=[N:34][N:35]([CH3:36])[C:31]=1[C:28]1[CH:29]=[N:30][C:9]2[C:8]3[CH:7]=[CH:6][C:5]([S:2]([CH3:1])(=[O:4])=[O:3])=[CH:13][C:12]=3[N:11]([C@@H:14]([CH:21]3[CH2:26][CH2:25][O:24][CH2:23][CH2:22]3)[C:15]3[CH:20]=[CH:19][CH:18]=[CH:17][CH:16]=3)[C:10]=2[CH:27]=1. The yield is 0.710. (8) The reactants are [OH:1][C:2]([C:12]1[S:13][CH:14]=[CH:15][CH:16]=1)([C:7]1[S:8][CH:9]=[CH:10][CH:11]=1)[C:3]([O:5][CH3:6])=[O:4].O[C@H]1[CH2:23][CH2:22][C@H:21]([N:24]([CH3:32])[C:25](=[O:31])[O:26][C:27]([CH3:30])([CH3:29])[CH3:28])[CH2:20][CH2:19]1.[H-].[Na+]. The catalyst is C1(C)C=CC=CC=1. The product is [OH:1][C:2]([C:7]1[S:8][CH:9]=[CH:10][CH:11]=1)([C:12]1[S:13][CH:14]=[CH:15][CH:16]=1)[C:3]([O:5][C@H:6]1[CH2:23][CH2:22][C@H:21]([N:24]([C:25]([O:26][C:27]([CH3:29])([CH3:28])[CH3:30])=[O:31])[CH3:32])[CH2:20][CH2:19]1)=[O:4]. The yield is 0.690.